Regression. Given two drug SMILES strings and cell line genomic features, predict the synergy score measuring deviation from expected non-interaction effect. From a dataset of NCI-60 drug combinations with 297,098 pairs across 59 cell lines. (1) Drug 1: CC12CCC3C(C1CCC2O)C(CC4=C3C=CC(=C4)O)CCCCCCCCCS(=O)CCCC(C(F)(F)F)(F)F. Drug 2: CC1=C(C(=O)C2=C(C1=O)N3CC4C(C3(C2COC(=O)N)OC)N4)N. Cell line: DU-145. Synergy scores: CSS=31.9, Synergy_ZIP=7.24, Synergy_Bliss=3.38, Synergy_Loewe=-46.7, Synergy_HSA=-7.03. (2) Drug 1: C1=CC(=CC=C1CC(C(=O)O)N)N(CCCl)CCCl.Cl. Drug 2: C#CCC(CC1=CN=C2C(=N1)C(=NC(=N2)N)N)C3=CC=C(C=C3)C(=O)NC(CCC(=O)O)C(=O)O. Cell line: SR. Synergy scores: CSS=51.1, Synergy_ZIP=-3.92, Synergy_Bliss=-8.96, Synergy_Loewe=-15.1, Synergy_HSA=-6.28. (3) Cell line: SNB-19. Drug 1: CC12CCC3C(C1CCC2=O)CC(=C)C4=CC(=O)C=CC34C. Drug 2: C1=CC(=CC=C1CCCC(=O)O)N(CCCl)CCCl. Synergy scores: CSS=41.7, Synergy_ZIP=2.00, Synergy_Bliss=3.89, Synergy_Loewe=-0.0894, Synergy_HSA=5.83. (4) Drug 1: COC1=NC(=NC2=C1N=CN2C3C(C(C(O3)CO)O)O)N. Drug 2: CCCCCOC(=O)NC1=NC(=O)N(C=C1F)C2C(C(C(O2)C)O)O. Cell line: SR. Synergy scores: CSS=-1.06, Synergy_ZIP=-1.26, Synergy_Bliss=-2.34, Synergy_Loewe=-6.65, Synergy_HSA=-4.18. (5) Drug 1: C1=CN(C(=O)N=C1N)C2C(C(C(O2)CO)O)O.Cl. Drug 2: CCN(CC)CCCC(C)NC1=C2C=C(C=CC2=NC3=C1C=CC(=C3)Cl)OC. Cell line: DU-145. Synergy scores: CSS=45.9, Synergy_ZIP=-6.84, Synergy_Bliss=-7.40, Synergy_Loewe=-18.9, Synergy_HSA=-2.47. (6) Drug 1: CN(CC1=CN=C2C(=N1)C(=NC(=N2)N)N)C3=CC=C(C=C3)C(=O)NC(CCC(=O)O)C(=O)O. Drug 2: C(CCl)NC(=O)N(CCCl)N=O. Cell line: DU-145. Synergy scores: CSS=36.1, Synergy_ZIP=1.91, Synergy_Bliss=2.79, Synergy_Loewe=-5.49, Synergy_HSA=3.37. (7) Drug 1: CN(C)N=NC1=C(NC=N1)C(=O)N. Drug 2: CC=C1C(=O)NC(C(=O)OC2CC(=O)NC(C(=O)NC(CSSCCC=C2)C(=O)N1)C(C)C)C(C)C. Cell line: CCRF-CEM. Synergy scores: CSS=44.0, Synergy_ZIP=-0.208, Synergy_Bliss=-1.97, Synergy_Loewe=-0.940, Synergy_HSA=0.0974.